Dataset: Full USPTO retrosynthesis dataset with 1.9M reactions from patents (1976-2016). Task: Predict the reactants needed to synthesize the given product. Given the product [CH3:1][N:2]([CH3:14])[C:3]([N:5]1[CH2:9][CH:8]2[CH2:10][C:11]([N+:20]#[C-:19])([CH3:13])[CH2:12][CH:7]2[CH2:6]1)=[O:4], predict the reactants needed to synthesize it. The reactants are: [CH3:1][N:2]([CH3:14])[C:3]([N:5]1[CH2:9][CH:8]2[CH2:10][C:11](=[CH2:13])[CH2:12][CH:7]2[CH2:6]1)=[O:4].C[Si]([C:19]#[N:20])(C)C.C(=O)([O-])[O-].[Na+].[Na+].